The task is: Predict the product of the given reaction.. This data is from Forward reaction prediction with 1.9M reactions from USPTO patents (1976-2016). (1) Given the reactants C([O:3][C:4]([C:6]1[N:7]([C:15]2[C:20]([Cl:21])=[CH:19][CH:18]=[CH:17][C:16]=2[Cl:22])[N:8]=[N:9][C:10]=1[C:11]([F:14])([F:13])[F:12])=O)C.CC(C[AlH]CC(C)C)C, predict the reaction product. The product is: [Cl:22][C:16]1[CH:17]=[CH:18][CH:19]=[C:20]([Cl:21])[C:15]=1[N:7]1[C:6]([CH2:4][OH:3])=[C:10]([C:11]([F:13])([F:14])[F:12])[N:9]=[N:8]1. (2) The product is: [OH:4][CH2:5][C:6]([NH:8][CH2:9][CH2:10][N:11]([CH3:12])[C:13]([C:15]1[S:27][C:26]2[C:25]3[CH:24]=[CH:23][CH:22]=[CH:21][C:20]=3[N:19]([CH2:28][C:29](=[O:36])[C:30]3[CH:35]=[CH:34][CH:33]=[CH:32][CH:31]=3)[C:18](=[O:37])[C:17]=2[C:16]=1[O:38][CH3:39])=[O:14])=[O:7]. Given the reactants C([O:4][CH2:5][C:6]([NH:8][CH2:9][CH2:10][N:11]([C:13]([C:15]1[S:27][C:26]2[C:25]3[CH:24]=[CH:23][CH:22]=[CH:21][C:20]=3[N:19]([CH2:28][C:29](=[O:36])[C:30]3[CH:35]=[CH:34][CH:33]=[CH:32][CH:31]=3)[C:18](=[O:37])[C:17]=2[C:16]=1[O:38][CH3:39])=[O:14])[CH3:12])=[O:7])(=O)C.[OH-].[Na+].CO, predict the reaction product. (3) Given the reactants [H-].[H-].[H-].[H-].[Li+].[Al+3].[CH2:7]([O:15][CH2:16][C:17](O)=[O:18])[CH2:8][C:9]1[CH:14]=[CH:13][CH:12]=[CH:11][CH:10]=1.O.[OH-].[K+], predict the reaction product. The product is: [CH2:7]([O:15][CH2:16][CH2:17][OH:18])[CH2:8][C:9]1[CH:14]=[CH:13][CH:12]=[CH:11][CH:10]=1.